From a dataset of Forward reaction prediction with 1.9M reactions from USPTO patents (1976-2016). Predict the product of the given reaction. (1) Given the reactants [CH3:1][O:2][C:3]1[CH:4]=[C:5]2[C:10](=[CH:11][C:12]=1[O:13][CH3:14])[N:9]=[CH:8][CH:7]=[C:6]2[O:15][C:16]1[CH:22]=[CH:21][C:19]([NH2:20])=[CH:18][CH:17]=1.C(O)C.[CH3:26][C:27]1[CH:32]=[CH:31][CH:30]=[CH:29][C:28]=1[C:33]([N:35]=[C:36]=[S:37])=[O:34], predict the reaction product. The product is: [CH3:1][O:2][C:3]1[CH:4]=[C:5]2[C:10](=[CH:11][C:12]=1[O:13][CH3:14])[N:9]=[CH:8][CH:7]=[C:6]2[O:15][C:16]1[CH:22]=[CH:21][C:19]([NH:20][C:36]([NH:35][C:33](=[O:34])[C:28]2[CH:29]=[CH:30][CH:31]=[CH:32][C:27]=2[CH3:26])=[S:37])=[CH:18][CH:17]=1. (2) The product is: [C:1]([C:5]1[C:9]([CH2:10][N:39]([CH3:40])[CH3:38])=[CH:8][N:7]([C:12]2[CH:17]=[CH:16][N:15]=[C:14]([NH:18][C:19]3[C:20]([O:35][CH3:36])=[CH:21][C:22]([N:28]([CH2:33][CH3:34])[CH2:29][CH2:30][O:31][CH3:32])=[C:23]([NH:25][C:20](=[O:35])[CH:19]=[CH2:24])[CH:24]=3)[N:13]=2)[N:6]=1)([CH3:2])([CH3:4])[CH3:3]. Given the reactants [C:1]([C:5]1[C:9]([CH:10]=O)=[CH:8][N:7]([C:12]2[CH:17]=[CH:16][N:15]=[C:14]([NH:18][C:19]3[CH:24]=[C:23]([N+:25]([O-])=O)[C:22]([N:28]([CH2:33][CH3:34])[CH2:29][CH2:30][O:31][CH3:32])=[CH:21][C:20]=3[O:35][CH3:36])[N:13]=2)[N:6]=1)([CH3:4])([CH3:3])[CH3:2].Cl.[CH3:38][NH:39][CH3:40], predict the reaction product. (3) Given the reactants [CH3:1][N:2]([CH3:16])[C:3]1[S:4][C@H:5]2[O:11][C@H:10]([CH2:12][OH:13])[C@@H:9]([OH:14])[C@H:8]([OH:15])[C@H:6]2[N:7]=1.CCN(CC)CC.[C:24]([Si:28](Cl)([CH3:30])[CH3:29])([CH3:27])([CH3:26])[CH3:25], predict the reaction product. The product is: [Si:28]([O:13][CH2:12][C@H:10]1[O:11][C@H:5]2[C@H:6]([N:7]=[C:3]([N:2]([CH3:16])[CH3:1])[S:4]2)[C@@H:8]([OH:15])[C@@H:9]1[OH:14])([C:24]([CH3:27])([CH3:26])[CH3:25])([CH3:30])[CH3:29]. (4) The product is: [Cl:36][C:27]1[C:28]([C:32]([F:33])([F:34])[F:35])=[CH:29][CH:30]=[CH:31][C:26]=1[CH2:25][N:13]1[C:14](=[O:22])[C:15]([C:17]([O:19][CH2:20][CH3:21])=[O:18])=[CH:16][N:11]([C:9]2[CH:8]=[CH:7][C:6]3[N:2]([CH3:1])[N:3]=[N:4][C:5]=3[CH:10]=2)[C:12]1=[O:23]. Given the reactants [CH3:1][N:2]1[C:6]2[CH:7]=[CH:8][C:9]([N:11]3[CH:16]=[C:15]([C:17]([O:19][CH2:20][CH3:21])=[O:18])[C:14](=[O:22])[NH:13][C:12]3=[O:23])=[CH:10][C:5]=2[N:4]=[N:3]1.Br[CH2:25][C:26]1[CH:31]=[CH:30][CH:29]=[C:28]([C:32]([F:35])([F:34])[F:33])[C:27]=1[Cl:36].C(=O)([O-])[O-].[K+].[K+].[I-].[K+], predict the reaction product. (5) Given the reactants [CH3:1][N:2]([CH2:12][C:13]1[CH:14]=[N:15][CH:16]=[C:17]([C:19]2[CH:20]=[C:21]3[C:26](=[CH:27][CH:28]=2)[NH:25][C:24](=[O:29])[CH2:23][CH2:22]3)[CH:18]=1)[C:3]([C:5]1[C:10]([Cl:11])=[CH:9][CH:8]=[CH:7][N:6]=1)=[O:4].[Cl:30]N1C(=O)CCC1=O, predict the reaction product. The product is: [Cl:30][C:27]1[CH:28]=[C:19]([C:17]2[CH:18]=[C:13]([CH2:12][N:2]([CH3:1])[C:3]([C:5]3[C:10]([Cl:11])=[CH:9][CH:8]=[CH:7][N:6]=3)=[O:4])[CH:14]=[N:15][CH:16]=2)[CH:20]=[C:21]2[C:26]=1[NH:25][C:24](=[O:29])[CH2:23][CH2:22]2. (6) Given the reactants F[C:2](F)(F)C(O)=O.[NH2:8][C:9]1[C:14]([C:15]([C:17]2[CH:22]=[C:21]([F:23])[CH:20]=[CH:19][C:18]=2[O:24][CH3:25])=[O:16])=[CH:13]N=[C:11]([NH:26][CH:27]2[CH2:32][CH2:31][NH:30][CH2:29][CH2:28]2)[N:10]=1.[CH3:33][O:34][C:35](Cl)=[O:36], predict the reaction product. The product is: [CH3:33][O:34][C:35]([N:30]1[CH2:31][CH2:32][CH:27]([NH:26][C:11]2[CH:2]=[CH:13][C:14]([C:15](=[O:16])[C:17]3[CH:22]=[C:21]([F:23])[CH:20]=[CH:19][C:18]=3[O:24][CH3:25])=[C:9]([NH2:8])[N:10]=2)[CH2:28][CH2:29]1)=[O:36].